This data is from Full USPTO retrosynthesis dataset with 1.9M reactions from patents (1976-2016). The task is: Predict the reactants needed to synthesize the given product. (1) Given the product [Cl:1][C:2]1[CH:7]=[CH:6][CH:5]=[CH:4][C:3]=1[O:8][CH2:10][CH2:11][CH2:12][CH2:13][C:14]([OH:16])=[O:15], predict the reactants needed to synthesize it. The reactants are: [Cl:1][C:2]1[CH:7]=[CH:6][CH:5]=[CH:4][C:3]=1[OH:8].Br[CH2:10][CH2:11][CH2:12][CH2:13][C:14]([O:16]CC)=[O:15].C(=O)([O-])[O-].[K+].[K+].[OH-].[Na+].Cl. (2) The reactants are: [NH2:1][C:2]1[C:10]([Br:11])=[CH:9][C:8]([Cl:12])=[CH:7][C:3]=1[C:4](O)=[O:5].[CH:13]([NH2:15])=O. Given the product [Br:11][C:10]1[CH:9]=[C:8]([Cl:12])[CH:7]=[C:3]2[C:2]=1[N:1]=[CH:13][NH:15][C:4]2=[O:5], predict the reactants needed to synthesize it. (3) The reactants are: [Cl:1][C:2]1[N:7]=[C:6](Cl)[CH:5]=[C:4]([C:9]2[CH:14]=[CH:13][CH:12]=[C:11]([S:15]([CH3:18])(=[O:17])=[O:16])[CH:10]=2)[N:3]=1.CCN(C(C)C)C(C)C.[NH:28]1[CH2:33][CH2:32][O:31][CH2:30][CH2:29]1. Given the product [Cl:1][C:2]1[N:7]=[C:6]([N:28]2[CH2:33][CH2:32][O:31][CH2:30][CH2:29]2)[CH:5]=[C:4]([C:9]2[CH:14]=[CH:13][CH:12]=[C:11]([S:15]([CH3:18])(=[O:17])=[O:16])[CH:10]=2)[N:3]=1, predict the reactants needed to synthesize it.